Dataset: Reaction yield outcomes from USPTO patents with 853,638 reactions. Task: Predict the reaction yield, written as a fraction of the theoretical maximum amount of product (1.0 means a 100% yield; for example, 0.34 means a 34% yield). The reactants are [CH2:1]([OH:5])[CH2:2][CH:3]=[CH2:4].[O:6]1[CH2:10][CH2:9][CH:8]([CH:11]=[O:12])[CH2:7]1.C(O)(C(F)(F)F)=O. The catalyst is ClCCl. The product is [O:5]1[CH2:4][CH2:3][CH:2]([CH:10]2[CH2:9][CH:11]([OH:12])[CH2:8][CH2:7][O:6]2)[CH2:1]1. The yield is 0.830.